This data is from Reaction yield outcomes from USPTO patents with 853,638 reactions. The task is: Predict the reaction yield, written as a fraction of the theoretical maximum amount of product (1.0 means a 100% yield; for example, 0.34 means a 34% yield). (1) The reactants are [C:1](=[O:12])([O:7][C:8]([CH3:11])([CH3:10])[CH3:9])[O:2][C:3]([CH3:6])([CH3:5])C.OC1C=[CH:20][C:17]([CH2:18][OH:19])=[CH:16]C=1.C(=O)([O-])[O-].[K+].[K+]. The catalyst is CC(C)=O. The product is [C:8]([O:7][C:1]([O:2][C:3]1[CH:5]=[CH:20][C:17]([CH2:18][OH:19])=[CH:16][CH:6]=1)=[O:12])([CH3:9])([CH3:10])[CH3:11]. The yield is 0.270. (2) The catalyst is C1C=CC=CC=1. The yield is 0.980. The reactants are [Br:1][C:2]1[CH:7]=[CH:6][C:5]([C:8]([C:10]2[CH:15]=[CH:14][C:13]([O:16]C)=[C:12]([F:18])[CH:11]=2)=[O:9])=[CH:4][CH:3]=1.[Al+3].[Cl-].[Cl-].[Cl-].O. The product is [Br:1][C:2]1[CH:3]=[CH:4][C:5]([C:8]([C:10]2[CH:15]=[CH:14][C:13]([OH:16])=[C:12]([F:18])[CH:11]=2)=[O:9])=[CH:6][CH:7]=1. (3) The reactants are [F:1][C:2]1[CH:7]=[C:6]([N+:8]([O-:10])=[O:9])[CH:5]=[CH:4][C:3]=1[NH2:11].[Br:12]Br.C([O-])(O)=O.[Na+]. The catalyst is CC(O)=O. The product is [Br:12][C:4]1[CH:5]=[C:6]([N+:8]([O-:10])=[O:9])[CH:7]=[C:2]([F:1])[C:3]=1[NH2:11]. The yield is 0.970. (4) The reactants are C(NC(C)C)(C)C.C([Li])CCC.[CH3:13][O:14][C:15](=[O:26])[CH2:16][C:17]1[CH:22]=[CH:21][C:20]([S:23][CH3:24])=[C:19]([Br:25])[CH:18]=1.I[CH2:28][CH:29]1[CH2:33][CH2:32][CH2:31][CH2:30]1. The catalyst is O1CCCC1.CN1CCCN(C)C1=O. The product is [CH3:13][O:14][C:15](=[O:26])[CH:16]([C:17]1[CH:22]=[CH:21][C:20]([S:23][CH3:24])=[C:19]([Br:25])[CH:18]=1)[CH2:28][CH:29]1[CH2:33][CH2:32][CH2:31][CH2:30]1. The yield is 0.830. (5) The reactants are [Cl:1][C:2]1[CH:3]=[C:4]2[C:9](=[CH:10][CH:11]=1)[N:8]([CH2:12][C:13]1[CH:18]=[CH:17][N:16]=[CH:15][CH:14]=1)[C:7](=[O:19])[N:6]([CH2:20][C:21]([F:24])([F:23])[F:22])[C:5]2([C:28]1[CH:33]=[CH:32][C:31]([F:34])=[CH:30][CH:29]=1)[CH2:25][CH2:26][CH3:27].ClC1C=CC=C(C(OO)=[O:43])C=1. The catalyst is C(Cl)Cl. The product is [Cl:1][C:2]1[CH:3]=[C:4]2[C:9](=[CH:10][CH:11]=1)[N:8]([CH2:12][C:13]1[CH:18]=[CH:17][N+:16]([O-:43])=[CH:15][CH:14]=1)[C:7](=[O:19])[N:6]([CH2:20][C:21]([F:24])([F:22])[F:23])[C:5]2([C:28]1[CH:29]=[CH:30][C:31]([F:34])=[CH:32][CH:33]=1)[CH2:25][CH2:26][CH3:27]. The yield is 0.788. (6) The reactants are [CH:1]([C:4]1[CH:10]=[CH:9][CH:8]=[CH:7][C:5]=1[NH2:6])([CH3:3])[CH3:2].ClB(Cl)Cl.ClC(Cl)C.[Cl:19][C:20]1[CH:21]=[C:22]([CH:25]=[CH:26][CH:27]=1)[C:23]#N.[Cl-].[Cl-].[Cl-].[Al+3].Cl.[OH-:33].[Na+]. The catalyst is C(OCC)(=O)C.CO.O.CCCCCCC. The product is [NH2:6][C:5]1[C:4]([CH:1]([CH3:3])[CH3:2])=[CH:10][CH:9]=[CH:8][C:7]=1[C:23]([C:22]1[CH:25]=[CH:26][CH:27]=[C:20]([Cl:19])[CH:21]=1)=[O:33]. The yield is 0.491.